This data is from Full USPTO retrosynthesis dataset with 1.9M reactions from patents (1976-2016). The task is: Predict the reactants needed to synthesize the given product. (1) Given the product [C:1]([O:4][C@H:5]1[C@@:9]([CH3:17])([NH:10][C:11](=[O:16])[C:12]([F:13])([F:14])[F:15])[C@H:8]([N:18]2[CH:23]=[CH:22][C:21](=[O:24])[NH:20][C:19]2=[O:25])[O:7][C@@H:6]1[CH2:26][O:27][P:32]([O:33][CH2:34][CH2:35][C:36]#[N:37])([O:38][CH2:39][CH2:40][C:41]#[N:42])=[O:53])(=[O:3])[CH3:2], predict the reactants needed to synthesize it. The reactants are: [C:1]([O:4][C@H:5]1[C@@:9]([CH3:17])([NH:10][C:11](=[O:16])[C:12]([F:15])([F:14])[F:13])[C@H:8]([N:18]2[CH:23]=[CH:22][C:21](=[O:24])[NH:20][C:19]2=[O:25])[O:7][C@@H:6]1[CH2:26][OH:27])(=[O:3])[CH3:2].C(N(C(C)C)[P:32]([O:38][CH2:39][CH2:40][C:41]#[N:42])[O:33][CH2:34][CH2:35][C:36]#[N:37])(C)C.N1C=NN=N1.II.[O-:53]S([O-])(=S)=O.[Na+].[Na+]. (2) Given the product [Cl:55][C:50]1[CH:51]=[CH:52][CH:53]=[CH:54][C:49]=1[CH2:48][CH2:47][CH2:46][N:33]1[C:32](=[O:56])[C:31]([CH2:28][OH:29])=[CH:36][C:35]([C:37]2[CH:38]=[CH:39][C:40]3[O:44][CH2:43][CH2:42][C:41]=3[CH:45]=2)=[N:34]1, predict the reactants needed to synthesize it. The reactants are: O1C2C=CC(C3C=C(C(O)=O)C(=O)N(CC4C=CC(F)=CC=4)N=3)=CC=2C=C1.[C:28]([C:31]1[C:32](=[O:56])[N:33]([CH2:46][CH2:47][CH2:48][C:49]2[CH:54]=[CH:53][CH:52]=[CH:51][C:50]=2[Cl:55])[N:34]=[C:35]([C:37]2[CH:38]=[CH:39][C:40]3[O:44][CH2:43][CH2:42][C:41]=3[CH:45]=2)[CH:36]=1)(O)=[O:29]. (3) Given the product [C:4]([C:3]1[CH:6]=[CH:7][C:8]([O:10][CH2:27][C:24]([OH:25])([CH3:26])[C:22]([NH:21][C:13]2[CH:14]=[CH:15][C:16]([N+:18]([O-:20])=[O:19])=[CH:17][C:12]=2[CH3:11])=[O:23])=[CH:9][C:2]=1[F:1])#[N:5], predict the reactants needed to synthesize it. The reactants are: [F:1][C:2]1[CH:9]=[C:8]([OH:10])[CH:7]=[CH:6][C:3]=1[C:4]#[N:5].[CH3:11][C:12]1[CH:17]=[C:16]([N+:18]([O-:20])=[O:19])[CH:15]=[CH:14][C:13]=1[NH:21][C:22]([C:24]1([CH3:27])[CH2:26][O:25]1)=[O:23]. (4) Given the product [CH3:1][N:2]1[CH2:3][CH2:4][N:5]([CH2:8][C:9]2[CH:27]=[CH:26][C:12]([C:13]([NH:15][C:16]3[CH:17]=[CH:18][C:19]([CH3:25])=[C:20]([CH:24]=3)[C:21]([NH:28][C:29]3[CH:30]=[C:31]4[CH:37]=[C:36]([C:38]([O:40][CH3:41])=[O:39])[NH:35][C:32]4=[N:33][CH:34]=3)=[O:22])=[O:14])=[CH:11][CH:10]=2)[CH2:6][CH2:7]1, predict the reactants needed to synthesize it. The reactants are: [CH3:1][N:2]1[CH2:7][CH2:6][N:5]([CH2:8][C:9]2[CH:27]=[CH:26][C:12]([C:13]([NH:15][C:16]3[CH:17]=[CH:18][C:19]([CH3:25])=[C:20]([CH:24]=3)[C:21](O)=[O:22])=[O:14])=[CH:11][CH:10]=2)[CH2:4][CH2:3]1.[NH2:28][C:29]1[CH:30]=[C:31]2[CH:37]=[C:36]([C:38]([O:40][CH3:41])=[O:39])[NH:35][C:32]2=[N:33][CH:34]=1.C(N(CC)CC)C.OC1C2N=NNC=2C=CC=1.C(=O)(O)O.CN(C)CCCN=C=NCC.